This data is from Full USPTO retrosynthesis dataset with 1.9M reactions from patents (1976-2016). The task is: Predict the reactants needed to synthesize the given product. (1) Given the product [C:16]([C:15]1[CH:14]=[C:13]([NH:12][C:5]2[N:6]=[CH:7][CH:8]=[CH:9][C:4]=2[C:3]([O:2][CH3:1])=[O:11])[CH:20]=[C:19]([F:21])[CH:18]=1)#[N:17], predict the reactants needed to synthesize it. The reactants are: [CH3:1][O:2][C:3](=[O:11])[C:4]1[CH:9]=[CH:8][CH:7]=[N:6][C:5]=1F.[NH2:12][C:13]1[CH:14]=[C:15]([CH:18]=[C:19]([F:21])[CH:20]=1)[C:16]#[N:17]. (2) Given the product [C:25]1([C:2]2[N:3]=[N:4][CH:5]=[C:6]([C:12]3[CH:17]=[CH:16][CH:15]=[CH:14][CH:13]=3)[C:7]=2[C:8]([O:10][CH3:11])=[O:9])[CH:30]=[CH:29][CH:28]=[CH:27][CH:26]=1, predict the reactants needed to synthesize it. The reactants are: Cl[C:2]1[N:3]=[N:4][CH:5]=[C:6]([C:12]2[CH:17]=[CH:16][CH:15]=[CH:14][CH:13]=2)[C:7]=1[C:8]([O:10][CH3:11])=[O:9].O.C(=O)([O-])[O-].[Na+].[Na+].[C:25]1(B(O)O)[CH:30]=[CH:29][CH:28]=[CH:27][CH:26]=1. (3) Given the product [N:1]1[C:9]2[C:4](=[N:5][CH:6]=[CH:7][CH:8]=2)[N:3]([C:10]2[CH:11]=[CH:12][C:13]([CH2:16][C:17]([NH:28][C:25]3[CH:26]=[CH:27][C:22]([N:21]([CH3:20])[CH:33]4[CH2:34][CH2:35][N:36]([CH3:39])[CH2:37][CH2:38]4)=[C:23]([C:29]([F:32])([F:30])[F:31])[CH:24]=3)=[O:19])=[CH:14][CH:15]=2)[CH:2]=1, predict the reactants needed to synthesize it. The reactants are: [N:1]1[C:9]2[C:4](=[N:5][CH:6]=[CH:7][CH:8]=2)[N:3]([C:10]2[CH:15]=[CH:14][C:13]([CH2:16][C:17]([OH:19])=O)=[CH:12][CH:11]=2)[CH:2]=1.[CH3:20][N:21]([CH:33]1[CH2:38][CH2:37][N:36]([CH3:39])[CH2:35][CH2:34]1)[C:22]1[CH:27]=[CH:26][C:25]([NH2:28])=[CH:24][C:23]=1[C:29]([F:32])([F:31])[F:30]. (4) Given the product [OH:18][C@@H:10]1[C@H:9]([NH:8][C:6]([O:5][C:1]([CH3:2])([CH3:3])[CH3:4])=[O:7])[CH2:14][CH2:13][C@@H:12]([C:15]([NH2:16])=[O:17])[CH2:11]1, predict the reactants needed to synthesize it. The reactants are: [C:1]([O:5][C:6]([NH:8][C@@H:9]1[CH2:14][CH2:13][C@@H:12]([C:15](=[O:17])[NH2:16])[CH2:11][C@@H:10]1[O:18]C(=O)C1C=CC([N+]([O-])=O)=CC=1)=[O:7])([CH3:4])([CH3:3])[CH3:2].C(=O)([O-])[O-].[K+].[K+].